Dataset: NCI-60 drug combinations with 297,098 pairs across 59 cell lines. Task: Regression. Given two drug SMILES strings and cell line genomic features, predict the synergy score measuring deviation from expected non-interaction effect. (1) Drug 1: CC12CCC3C(C1CCC2=O)CC(=C)C4=CC(=O)C=CC34C. Drug 2: CCC(=C(C1=CC=CC=C1)C2=CC=C(C=C2)OCCN(C)C)C3=CC=CC=C3.C(C(=O)O)C(CC(=O)O)(C(=O)O)O. Cell line: OVCAR-8. Synergy scores: CSS=57.6, Synergy_ZIP=-0.144, Synergy_Bliss=-0.932, Synergy_Loewe=-1.72, Synergy_HSA=-1.63. (2) Drug 1: C1=CC(=CC=C1CC(C(=O)O)N)N(CCCl)CCCl.Cl. Drug 2: CC1=C(N=C(N=C1N)C(CC(=O)N)NCC(C(=O)N)N)C(=O)NC(C(C2=CN=CN2)OC3C(C(C(C(O3)CO)O)O)OC4C(C(C(C(O4)CO)O)OC(=O)N)O)C(=O)NC(C)C(C(C)C(=O)NC(C(C)O)C(=O)NCCC5=NC(=CS5)C6=NC(=CS6)C(=O)NCCC[S+](C)C)O. Cell line: SF-268. Synergy scores: CSS=36.8, Synergy_ZIP=-4.70, Synergy_Bliss=1.83, Synergy_Loewe=-9.86, Synergy_HSA=2.32. (3) Drug 1: CN1CCC(CC1)COC2=C(C=C3C(=C2)N=CN=C3NC4=C(C=C(C=C4)Br)F)OC. Drug 2: CC1C(C(CC(O1)OC2CC(CC3=C2C(=C4C(=C3O)C(=O)C5=CC=CC=C5C4=O)O)(C(=O)C)O)N)O. Cell line: MALME-3M. Synergy scores: CSS=51.2, Synergy_ZIP=1.58, Synergy_Bliss=2.93, Synergy_Loewe=-25.4, Synergy_HSA=2.60. (4) Drug 1: CC1C(C(=O)NC(C(=O)N2CCCC2C(=O)N(CC(=O)N(C(C(=O)O1)C(C)C)C)C)C(C)C)NC(=O)C3=C4C(=C(C=C3)C)OC5=C(C(=O)C(=C(C5=N4)C(=O)NC6C(OC(=O)C(N(C(=O)CN(C(=O)C7CCCN7C(=O)C(NC6=O)C(C)C)C)C)C(C)C)C)N)C. Drug 2: C1CN1P(=S)(N2CC2)N3CC3. Cell line: NCI/ADR-RES. Synergy scores: CSS=14.6, Synergy_ZIP=-6.16, Synergy_Bliss=-4.52, Synergy_Loewe=-3.26, Synergy_HSA=-3.58. (5) Drug 1: C1C(C(OC1N2C=C(C(=O)NC2=O)F)CO)O. Drug 2: CS(=O)(=O)OCCCCOS(=O)(=O)C. Cell line: MCF7. Synergy scores: CSS=10.5, Synergy_ZIP=-1.69, Synergy_Bliss=2.47, Synergy_Loewe=-6.80, Synergy_HSA=0.492. (6) Drug 1: CCC(=C(C1=CC=CC=C1)C2=CC=C(C=C2)OCCN(C)C)C3=CC=CC=C3.C(C(=O)O)C(CC(=O)O)(C(=O)O)O. Drug 2: B(C(CC(C)C)NC(=O)C(CC1=CC=CC=C1)NC(=O)C2=NC=CN=C2)(O)O. Cell line: NCI-H322M. Synergy scores: CSS=48.6, Synergy_ZIP=-0.0581, Synergy_Bliss=1.42, Synergy_Loewe=-18.1, Synergy_HSA=1.91. (7) Drug 1: CC(CN1CC(=O)NC(=O)C1)N2CC(=O)NC(=O)C2. Drug 2: C1=NC2=C(N1)C(=S)N=C(N2)N. Cell line: BT-549. Synergy scores: CSS=24.3, Synergy_ZIP=-9.65, Synergy_Bliss=-2.76, Synergy_Loewe=-1.60, Synergy_HSA=1.01. (8) Drug 1: CCC1(CC2CC(C3=C(CCN(C2)C1)C4=CC=CC=C4N3)(C5=C(C=C6C(=C5)C78CCN9C7C(C=CC9)(C(C(C8N6C)(C(=O)OC)O)OC(=O)C)CC)OC)C(=O)OC)O.OS(=O)(=O)O. Drug 2: CN(C(=O)NC(C=O)C(C(C(CO)O)O)O)N=O. Cell line: SR. Synergy scores: CSS=1.40, Synergy_ZIP=-5.58, Synergy_Bliss=-7.15, Synergy_Loewe=-10.1, Synergy_HSA=-8.00.